The task is: Predict the reactants needed to synthesize the given product.. This data is from Full USPTO retrosynthesis dataset with 1.9M reactions from patents (1976-2016). (1) Given the product [C:1](/[C:3](=[C:9](/[S:12][CH3:13])\[N:16]1[CH2:21][CH2:20][CH2:19][CH2:18][CH2:17]1)/[C:4]([O:6][CH2:7][CH3:8])=[O:5])#[N:2], predict the reactants needed to synthesize it. The reactants are: [C:1]([C:3](=[C:9]([S:12][CH3:13])SC)[C:4]([O:6][CH2:7][CH3:8])=[O:5])#[N:2].CS.[NH:16]1[CH2:21][CH2:20][CH2:19][CH2:18][CH2:17]1.CCOC(C)=O. (2) Given the product [C:13]([NH:14][C:10]([CH3:17])([CH2:9][C:4]1[CH:5]=[CH:6][CH:7]=[CH:8][C:3]=1[O:2][CH3:1])[C:11]([OH:24])=[O:16])(=[O:15])[NH2:12], predict the reactants needed to synthesize it. The reactants are: [CH3:1][O:2][C:3]1[CH:8]=[CH:7][CH:6]=[CH:5][C:4]=1[CH2:9][C:10]1([CH3:17])[NH:14][C:13](=[O:15])[NH:12][C:11]1=[O:16].[OH-].[Na+].O.NC(C)(CC1C=CC=CC=1OC)C(O)=[O:24]. (3) Given the product [NH:36]1[C:19]([C:16]2[N:17]=[CH:18][C:13]([C:10]3[N:9]4[CH:21]=[C:22]([CH2:24][CH2:25][C:26]5[CH:35]=[CH:34][C:33]6[C:28](=[CH:29][CH:30]=[CH:31][CH:32]=6)[N:27]=5)[N:23]=[C:8]4[C:7]([N:4]4[CH2:3][CH2:2][O:1][CH2:6][CH2:5]4)=[N:12][CH:11]=3)=[CH:14][CH:15]=2)=[N:20][N:38]=[N:37]1, predict the reactants needed to synthesize it. The reactants are: [O:1]1[CH2:6][CH2:5][N:4]([C:7]2[C:8]3[N:9]([CH:21]=[C:22]([CH2:24][CH2:25][C:26]4[CH:35]=[CH:34][C:33]5[C:28](=[CH:29][CH:30]=[CH:31][CH:32]=5)[N:27]=4)[N:23]=3)[C:10]([C:13]3[CH:14]=[CH:15][C:16]([C:19]#[N:20])=[N:17][CH:18]=3)=[CH:11][N:12]=2)[CH2:3][CH2:2]1.[N-:36]=[N+:37]=[N-:38].[Na+]. (4) Given the product [Cl:12][C:13]1[CH:18]=[CH:17][C:16]([C:19]2[N:10]([C:4]3[CH:5]=[CH:6][C:7]([Cl:9])=[CH:8][C:3]=3[Cl:2])[N:11]=[C:21]([C:22]([O:24][CH2:25][CH3:26])=[O:23])[C:20]=2[S:28][CH3:29])=[CH:15][CH:14]=1, predict the reactants needed to synthesize it. The reactants are: Cl.[Cl:2][C:3]1[CH:8]=[C:7]([Cl:9])[CH:6]=[CH:5][C:4]=1[NH:10][NH2:11].[Cl:12][C:13]1[CH:18]=[CH:17][C:16]([C:19](=O)[CH:20]([S:28][CH3:29])[C:21](=O)[C:22]([O:24][CH2:25][CH3:26])=[O:23])=[CH:15][CH:14]=1. (5) Given the product [Cl:20][C:17]1[CH:18]=[CH:19][C:14]([C:8]([C:5]2[CH:6]=[CH:7][C:2]([NH2:1])=[C:3]([CH3:21])[CH:4]=2)([O:13][CH3:24])[C:9]([F:10])([F:11])[F:12])=[CH:15][CH:16]=1, predict the reactants needed to synthesize it. The reactants are: [NH2:1][C:2]1[CH:7]=[CH:6][C:5]([C:8]([C:14]2[CH:19]=[CH:18][C:17]([Cl:20])=[CH:16][CH:15]=2)([OH:13])[C:9]([F:12])([F:11])[F:10])=[CH:4][C:3]=1[CH3:21].[H-].[Na+].[CH3:24]I.